From a dataset of Reaction yield outcomes from USPTO patents with 853,638 reactions. Predict the reaction yield, written as a fraction of the theoretical maximum amount of product (1.0 means a 100% yield; for example, 0.34 means a 34% yield). The reactants are [CH2:1]([O:3][C:4]1[CH:5]=[C:6]([CH:13]([CH2:17][CH3:18])[CH:14]([OH:16])[CH3:15])[CH:7]=[CH:8][C:9]=1[O:10][CH2:11][CH3:12])[CH3:2].IC1C=CC=CC=1C(O)=O. The catalyst is C(OCC)(=O)C. The product is [CH2:1]([O:3][C:4]1[CH:5]=[C:6]([CH:13]([CH2:17][CH3:18])[C:14](=[O:16])[CH3:15])[CH:7]=[CH:8][C:9]=1[O:10][CH2:11][CH3:12])[CH3:2]. The yield is 0.980.